Dataset: Full USPTO retrosynthesis dataset with 1.9M reactions from patents (1976-2016). Task: Predict the reactants needed to synthesize the given product. (1) Given the product [CH:14]1([N:9]2[CH2:8][C:7]([CH3:17])([CH3:18])[C:6]3[C:11](=[CH:12][CH:13]=[C:4]([C:3]#[CH:2])[CH:5]=3)[CH2:10]2)[CH2:16][CH2:15]1, predict the reactants needed to synthesize it. The reactants are: Br[C:2](Br)=[CH:3][C:4]1(C=O)[CH:13]=[CH:12][C:11]2[CH2:10][N:9]([CH:14]3[CH2:16][CH2:15]3)[CH2:8][C:7]([CH3:18])([CH3:17])[C:6]=2[CH2:5]1.C([Li])CCC. (2) Given the product [Cl:5][C:6]1[C:14]([CH3:15])=[C:13]([F:16])[C:12]([N+:1]([O-:4])=[O:2])=[CH:11][C:7]=1[C:8]([OH:10])=[O:9], predict the reactants needed to synthesize it. The reactants are: [N+:1]([O-:4])(O)=[O:2].[Cl:5][C:6]1[C:14]([CH3:15])=[C:13]([F:16])[CH:12]=[CH:11][C:7]=1[C:8]([OH:10])=[O:9].OS(O)(=O)=O.